This data is from Full USPTO retrosynthesis dataset with 1.9M reactions from patents (1976-2016). The task is: Predict the reactants needed to synthesize the given product. (1) The reactants are: [Br:1][C:2]1[C:3]([NH2:10])=[C:4]([NH2:9])[C:5]([Br:8])=[CH:6][CH:7]=1.[C:11]1([C:17]([C:19]([C:21]2[CH:26]=[CH:25][CH:24]=[CH:23][CH:22]=2)=O)=O)[CH:16]=[CH:15][CH:14]=[CH:13][CH:12]=1.O.C(=O)(O)[O-].[Na+]. Given the product [Br:1][C:2]1[CH:7]=[CH:6][C:5]([Br:8])=[C:4]2[C:3]=1[N:10]=[C:17]([C:11]1[CH:16]=[CH:15][CH:14]=[CH:13][CH:12]=1)[C:19]([C:21]1[CH:26]=[CH:25][CH:24]=[CH:23][CH:22]=1)=[N:9]2, predict the reactants needed to synthesize it. (2) Given the product [Cl:1][C:2]1[CH:7]=[CH:6][CH:5]=[CH:4][C:3]=1[C:8]1[N:9]=[C:10]([NH:16][C:17]2[CH:22]=[C:21]([CH2:23][N:46]3[CH2:47][CH2:48][N:43]([CH3:42])[CH2:44][CH2:45]3)[CH:20]=[CH:19][C:18]=2[N+:25]([O-:27])=[O:26])[S:11][C:12]=1[C:13]([NH2:15])=[O:14], predict the reactants needed to synthesize it. The reactants are: [Cl:1][C:2]1[CH:7]=[CH:6][CH:5]=[CH:4][C:3]=1[C:8]1[N:9]=[C:10]([NH:16][C:17]2[CH:22]=[C:21]([CH:23]=O)[CH:20]=[CH:19][C:18]=2[N+:25]([O-:27])=[O:26])[S:11][C:12]=1[C:13]([NH2:15])=[O:14].C(O[BH-](OC(=O)C)OC(=O)C)(=O)C.[Na+].[CH3:42][N:43]1[CH2:48][CH2:47][NH:46][CH2:45][CH2:44]1. (3) Given the product [Cl:34][C:31]1[CH:32]=[C:33]2[NH:25][C:26](=[O:52])[C:27]3([CH:35]([C:36]4[CH:41]=[C:40]([Cl:42])[CH:39]=[CH:38][C:37]=4[O:43][C:44]4([C:48]([O:50][CH3:51])=[O:49])[CH2:45][CH2:46][CH2:47]4)[CH2:12][C:10](=[O:11])[NH:9][CH:8]3[C:6]3[CH:7]=[C:2]([F:1])[CH:3]=[CH:4][C:5]=3[CH3:17])[C:28]2=[CH:29][CH:30]=1, predict the reactants needed to synthesize it. The reactants are: [F:1][C:2]1[CH:3]=[CH:4][C:5]([CH3:17])=[C:6]([CH:8]=[N:9][C:10]([O:12][Si](C)(C)C)=[CH2:11])[CH:7]=1.C(OC([N:25]1[C:33]2[C:28](=[CH:29][CH:30]=[C:31]([Cl:34])[CH:32]=2)[C:27](=[CH:35][C:36]2[CH:41]=[C:40]([Cl:42])[CH:39]=[CH:38][C:37]=2[O:43][C:44]2([C:48]([O:50][CH3:51])=[O:49])[CH2:47][CH2:46][CH2:45]2)[C:26]1=[O:52])=O)(C)(C)C.C(O)(C(F)(F)F)=O. (4) Given the product [C:1]([O:5][C:6]([NH:8][C@@H:9]1[CH2:11][C@H:10]1[C:12]1[CH:13]=[C:14]([CH:19]=[CH:20][CH:21]=1)[C:15]([OH:17])=[O:16])=[O:7])([CH3:4])([CH3:2])[CH3:3], predict the reactants needed to synthesize it. The reactants are: [C:1]([O:5][C:6]([NH:8][C@@H:9]1[CH2:11][C@H:10]1[C:12]1[CH:13]=[C:14]([CH:19]=[CH:20][CH:21]=1)[C:15]([O:17]C)=[O:16])=[O:7])([CH3:4])([CH3:3])[CH3:2].[OH-].[Na+].O.C(OCC)(=O)C. (5) Given the product [Cl:1][C:2]1[CH:6]=[CH:5][S:4][C:3]=1[C:7]1[O:22][CH2:11][N:10]([C:38]2[CH:37]=[CH:36][C:35]([C:34]([F:33])([F:44])[F:45])=[CH:43][CH:42]=2)[N:9]=1, predict the reactants needed to synthesize it. The reactants are: [Cl:1][C:2]1[CH:6]=[CH:5][S:4][C:3]=1[C:7]([NH:9][NH:10][C:11](=[O:22])C1C=CC(C(F)(F)F)=CC=1)=O.ClC1C=CSC=1C(NN)=O.[F:33][C:34]([F:45])([F:44])[C:35]1[CH:43]=[CH:42][C:38](C(Cl)=O)=[CH:37][CH:36]=1.O. (6) Given the product [CH2:34]([O:33][C:31](=[O:32])[N:24]([N:13]1[C:12](=[O:29])[C:11]2[C:16](=[CH:17][C:18]([C:19]([F:21])([F:22])[F:20])=[C:9]([C:8]3[N:4]([CH:1]([CH3:3])[CH3:2])[N:5]=[CH:6][CH:7]=3)[CH:10]=2)[NH:15][C:14]1=[O:23])[S:25]([CH3:28])(=[O:26])=[O:27])[CH2:35][CH2:36][CH3:37], predict the reactants needed to synthesize it. The reactants are: [CH:1]([N:4]1[C:8]([C:9]2[CH:10]=[C:11]3[C:16](=[CH:17][C:18]=2[C:19]([F:22])([F:21])[F:20])[NH:15][C:14](=[O:23])[N:13]([NH:24][S:25]([CH3:28])(=[O:27])=[O:26])[C:12]3=[O:29])=[CH:7][CH:6]=[N:5]1)([CH3:3])[CH3:2].Cl[C:31]([O:33][CH2:34][CH2:35][CH2:36][CH3:37])=[O:32]. (7) Given the product [Br:18][C:14]1[CH:15]=[C:16]([NH:17][CH2:8][CH:5]2[CH2:7][CH2:6]2)[C:11]([NH2:10])=[N:12][CH:13]=1, predict the reactants needed to synthesize it. The reactants are: C(O)(=O)C.[CH:5]1([CH:8]=O)[CH2:7][CH2:6]1.[NH2:10][C:11]1[C:16]([NH2:17])=[CH:15][C:14]([Br:18])=[CH:13][N:12]=1.[BH4-].[Na+]. (8) Given the product [F:1][C:2]1[N:3]=[C:4]([OH:11])[C:5]([C:8]([NH2:10])=[O:9])=[N:6][CH:7]=1, predict the reactants needed to synthesize it. The reactants are: [F:1][C:2]1[N:3]=[C:4]([O:11]C)[C:5]([C:8]([NH2:10])=[O:9])=[N:6][CH:7]=1.[I-].[Na+].Cl[Si](C)(C)C.O. (9) The reactants are: FC(F)(F)C(O)=O.[NH:8]1[CH2:12][CH2:11][C@H:10]([CH2:13][NH:14][C:15]([C:17]2[S:18][C:19]([Br:23])=[C:20]([Br:22])[CH:21]=2)=[O:16])[CH2:9]1.[N+](C1C=CC([O:33][C:34](=O)[NH:35][C:36]2[CH:41]=[CH:40][C:39]([N:42]3[CH:47]=[CH:46][CH:45]=[CH:44][C:43]3=[O:48])=[CH:38][C:37]=2[F:49])=CC=1)([O-])=O. Given the product [F:49][C:37]1[CH:38]=[C:39]([N:42]2[CH:47]=[CH:46][CH:45]=[CH:44][C:43]2=[O:48])[CH:40]=[CH:41][C:36]=1[NH:35][C:34]([N:8]1[CH2:12][CH2:11][C@H:10]([CH2:13][NH:14][C:15]([C:17]2[S:18][C:19]([Br:23])=[C:20]([Br:22])[CH:21]=2)=[O:16])[CH2:9]1)=[O:33], predict the reactants needed to synthesize it. (10) Given the product [Cl:10][C:11]1[CH:16]=[C:15]([Cl:17])[CH:14]=[CH:13][C:12]=1[CH2:18][C:19]1[C:20]2[CH:28]=[C:27]([C:29]([O:31][CH3:32])=[O:30])[CH:26]=[CH:25][C:21]=2[S:22][C:23]=1[CH3:24], predict the reactants needed to synthesize it. The reactants are: FC(F)(F)C(O)=O.[BH4-].[Na+].[Cl:10][C:11]1[CH:16]=[C:15]([Cl:17])[CH:14]=[CH:13][C:12]=1[CH:18](O)[C:19]1[C:20]2[CH:28]=[C:27]([C:29]([O:31][CH3:32])=[O:30])[CH:26]=[CH:25][C:21]=2[S:22][C:23]=1[CH3:24].[OH-].[Na+].